Dataset: NCI-60 drug combinations with 297,098 pairs across 59 cell lines. Task: Regression. Given two drug SMILES strings and cell line genomic features, predict the synergy score measuring deviation from expected non-interaction effect. Drug 1: CC1=C2C(C(=O)C3(C(CC4C(C3C(C(C2(C)C)(CC1OC(=O)C(C(C5=CC=CC=C5)NC(=O)C6=CC=CC=C6)O)O)OC(=O)C7=CC=CC=C7)(CO4)OC(=O)C)O)C)OC(=O)C. Drug 2: C1=NNC2=C1C(=O)NC=N2. Cell line: DU-145. Synergy scores: CSS=53.0, Synergy_ZIP=-0.658, Synergy_Bliss=-7.87, Synergy_Loewe=-49.3, Synergy_HSA=-8.90.